Dataset: Forward reaction prediction with 1.9M reactions from USPTO patents (1976-2016). Task: Predict the product of the given reaction. (1) The product is: [F:1][C:2]1[CH:7]=[CH:6][C:5]([C:8]2([CH:27]=[O:28])[C:16]3[C:11](=[CH:12][C:13]([C:17]#[N:18])=[CH:14][CH:15]=3)[CH2:10][O:9]2)=[CH:4][CH:3]=1. Given the reactants [F:1][C:2]1[CH:7]=[CH:6][C:5]([CH:8]2[C:16]3[C:11](=[CH:12][C:13]([C:17]#[N:18])=[CH:14][CH:15]=3)[CH2:10][O:9]2)=[CH:4][CH:3]=1.[Li+].CC([N-]C(C)C)C.[CH:27](OC)=[O:28], predict the reaction product. (2) Given the reactants C[C@@H]([O:9][C:10]([C:12]1[CH:17]=[CH:16][C:15]([C:18]2[CH:23]=[CH:22][C:21]([O:24][C@@H:25]3[CH2:29][CH2:28][O:27][CH2:26]3)=[CH:20][CH:19]=2)=[CH:14][CH:13]=1)=[O:11])CCCCCC.[OH-].[Li+], predict the reaction product. The product is: [O:27]1[CH2:28][CH2:29][C@@H:25]([O:24][C:21]2[CH:20]=[CH:19][C:18]([C:15]3[CH:16]=[CH:17][C:12]([C:10]([OH:11])=[O:9])=[CH:13][CH:14]=3)=[CH:23][CH:22]=2)[CH2:26]1. (3) The product is: [Br:1][C:2]1[CH:10]=[C:9]2[C:5](=[CH:4][CH:3]=1)[CH2:6][C:7]1([CH2:16][CH2:15][CH:14]([O:17][CH3:18])[CH2:13][CH2:12]1)[C:8]2=[N:26][S:23]([CH2:22][CH2:21][Si:20]([CH3:28])([CH3:27])[CH3:19])(=[O:25])=[O:24]. Given the reactants [Br:1][C:2]1[CH:10]=[C:9]2[C:5]([CH2:6][C:7]3([CH2:16][CH2:15][CH:14]([O:17][CH3:18])[CH2:13][CH2:12]3)[C:8]2=O)=[CH:4][CH:3]=1.[CH3:19][Si:20]([CH3:28])([CH3:27])[CH2:21][CH2:22][S:23]([NH2:26])(=[O:25])=[O:24].CCN(CC)CC, predict the reaction product. (4) Given the reactants [N:1]1[C:9]2[C:4](=[N:5][CH:6]=[CH:7][CH:8]=2)[N:3]([C:10]2[CH:15]=[CH:14][C:13]([CH2:16][C:17]([OH:19])=O)=[C:12]([CH3:20])[CH:11]=2)[CH:2]=1.[CH3:21][N:22]([CH2:24][C:25]1[CH:30]=[CH:29][C:28]([NH2:31])=[CH:27][C:26]=1[C:32]([F:35])([F:34])[F:33])[CH3:23], predict the reaction product. The product is: [CH3:23][N:22]([CH2:24][C:25]1[CH:30]=[CH:29][C:28]([NH:31][C:17](=[O:19])[CH2:16][C:13]2[CH:14]=[CH:15][C:10]([N:3]3[C:4]4=[N:5][CH:6]=[CH:7][CH:8]=[C:9]4[N:1]=[CH:2]3)=[CH:11][C:12]=2[CH3:20])=[CH:27][C:26]=1[C:32]([F:33])([F:35])[F:34])[CH3:21]. (5) Given the reactants [NH2:1][C:2]1[C:7]([NH2:8])=[C:6]([NH:9][C@@H:10]2[C@@H:15]3[CH2:16][C@@H:12]([CH:13]=[CH:14]3)[C@@H:11]2[C:17]([NH2:19])=[O:18])[C:5]([Br:20])=[CH:4][N:3]=1.[S:21]1[CH:25]=[CH:24][C:23]([CH:26]=O)=[CH:22]1, predict the reaction product. The product is: [Br:20][C:5]1[C:6]([NH:9][C@@H:10]2[C@@H:15]3[CH2:16][C@@H:12]([CH:13]=[CH:14]3)[C@@H:11]2[C:17]([NH2:19])=[O:18])=[C:7]2[N:8]=[C:26]([C:23]3[CH:24]=[CH:25][S:21][CH:22]=3)[NH:1][C:2]2=[N:3][CH:4]=1. (6) Given the reactants [Br:1][C:2]1[N:7]=[C:6]([NH:8][CH2:9][CH:10]2[CH2:12][O:11]2)[CH:5]=[CH:4][CH:3]=1.[CH2:13]1[C:22]2[C:17](=[CH:18][CH:19]=[CH:20][CH:21]=2)[CH2:16][CH2:15][NH:14]1, predict the reaction product. The product is: [Br:1][C:2]1[N:7]=[C:6]([NH:8][CH2:9][CH:10]([OH:11])[CH2:12][N:14]2[CH2:15][CH2:16][C:17]3[C:22](=[CH:21][CH:20]=[CH:19][CH:18]=3)[CH2:13]2)[CH:5]=[CH:4][CH:3]=1. (7) Given the reactants [OH:1][C:2]1[CH:7]=[CH:6][C:5]([C:8]2[CH:13]=[CH:12][C:11]([CH2:14][C:15]([O:17]C)=[O:16])=[CH:10][C:9]=2[CH2:19][CH2:20][CH3:21])=[CH:4][CH:3]=1.Br[CH2:23][C:24]1[C:29]([C:30]([O:32][C:33]([CH3:36])([CH3:35])[CH3:34])=[O:31])=[C:28]([O:37]C(OC(C)(C)C)=O)[C:27]([C:45]([F:48])([F:47])[F:46])=[CH:26][CH:25]=1, predict the reaction product. The product is: [C:33]([O:32][C:30]([C:29]1[C:28]([OH:37])=[C:27]([C:45]([F:48])([F:47])[F:46])[CH:26]=[CH:25][C:24]=1[CH2:23][O:1][C:2]1[CH:3]=[CH:4][C:5]([C:8]2[CH:13]=[CH:12][C:11]([CH2:14][C:15]([OH:17])=[O:16])=[CH:10][C:9]=2[CH2:19][CH2:20][CH3:21])=[CH:6][CH:7]=1)=[O:31])([CH3:36])([CH3:34])[CH3:35]. (8) The product is: [C:9]([O:13][C:14]([N:16]1[CH2:23][CH:22]2[N:24]([C:25]([O:27][C:28]([CH3:30])([CH3:31])[CH3:29])=[O:26])[CH:18]([CH2:19][C:20]([C:35]3[CH:40]=[CH:39][CH:38]=[C:37]([O:41][CH2:42][CH2:43][CH2:44][CH2:45][OH:46])[CH:36]=3)=[C:21]2[C:79](=[O:80])[N:57]([CH:54]2[CH2:56][CH2:55]2)[CH2:58][C:59]2[CH:64]=[CH:63][CH:62]=[C:61]([O:65][CH3:66])[C:60]=2[CH3:67])[CH2:17]1)=[O:15])([CH3:10])([CH3:12])[CH3:11]. Given the reactants ClC(N(C)C)=C(C)C.[C:9]([O:13][C:14]([N:16]1[CH2:23][CH:22]2[N:24]([C:25]([O:27][C:28]([CH3:31])([CH3:30])[CH3:29])=[O:26])[CH:18]([CH2:19][C:20]([C:35]3[CH:40]=[CH:39][CH:38]=[C:37]([O:41][CH2:42][CH2:43][CH2:44][CH2:45][O:46][Si](C(C)(C)C)(C)C)[CH:36]=3)=[C:21]2C(O)=O)[CH2:17]1)=[O:15])([CH3:12])([CH3:11])[CH3:10].[CH:54]1([NH:57][CH2:58][C:59]2[CH:64]=[CH:63][CH:62]=[C:61]([O:65][CH3:66])[C:60]=2[CH3:67])[CH2:56][CH2:55]1.CCN(C(C)C)C(C)C.C(O)(=O)C[C:79](CC(O)=O)(C(O)=O)[OH:80].CCCC[N+](CCCC)(CCCC)CCCC.[F-], predict the reaction product. (9) The product is: [CH3:11][O:12][C:13]1[CH:14]=[C:15]2[C:20](=[CH:21][CH:22]=1)[N:19]=[CH:18][C:17]([C:23]([OH:25])=[O:24])=[CH:16]2.[CH3:27][C@H:28]1[CH2:33][CH2:32][C@H:31]([NH:34][C:23]([C:17]2[CH:18]=[N:19][C:20]3[C:15]([CH:16]=2)=[CH:14][C:13]([O:12][CH3:11])=[CH:22][CH:21]=3)=[O:25])[CH2:30][CH2:29]1. Given the reactants COC1C=CC(N)=CC=1.Cl.[CH3:11][O:12][C:13]1[CH:14]=[C:15]2[C:20](=[CH:21][CH:22]=1)[N:19]=[CH:18][C:17]([C:23]([OH:25])=[O:24])=[CH:16]2.Cl.[CH3:27][C@H:28]1[CH2:33][CH2:32][C@H:31]([NH2:34])[CH2:30][CH2:29]1.N1C=CC=CC=1, predict the reaction product. (10) Given the reactants [CH2:1]([O:19][C:20]1[CH:21]=[C:22]([CH:25]=[C:26]([O:28][CH2:29][CH2:30][CH2:31][CH2:32][CH2:33][CH2:34][CH2:35][CH2:36]/[CH:37]=[CH:38]\[CH2:39][CH2:40][CH2:41][CH2:42][CH2:43][CH2:44][CH2:45][CH3:46])[CH:27]=1)[CH:23]=[O:24])[CH2:2][CH2:3][CH2:4][CH2:5][CH2:6][CH2:7][CH2:8]/[CH:9]=[CH:10]\[CH2:11][CH2:12][CH2:13][CH2:14][CH2:15][CH2:16][CH2:17][CH3:18].[BH4-].[Na+], predict the reaction product. The product is: [CH2:1]([O:19][C:20]1[CH:21]=[C:22]([CH2:23][OH:24])[CH:25]=[C:26]([O:28][CH2:29][CH2:30][CH2:31][CH2:32][CH2:33][CH2:34][CH2:35][CH2:36]/[CH:37]=[CH:38]\[CH2:39]/[CH:40]=[CH:41]\[CH2:42][CH2:43][CH2:44][CH2:45][CH3:46])[CH:27]=1)[CH2:2][CH2:3][CH2:4][CH2:5][CH2:6][CH2:7][CH2:8]/[CH:9]=[CH:10]\[CH2:11]/[CH:12]=[CH:13]\[CH2:14][CH2:15][CH2:16][CH2:17][CH3:18].